This data is from Reaction yield outcomes from USPTO patents with 853,638 reactions. The task is: Predict the reaction yield, written as a fraction of the theoretical maximum amount of product (1.0 means a 100% yield; for example, 0.34 means a 34% yield). The product is [F:5][C:6]1[CH:7]=[C:8]([CH:11]=[CH:12][C:13]=1[CH2:14][N:1]=[N+:2]=[N-:3])[C:9]#[N:10]. The reactants are [N-:1]=[N+:2]=[N-:3].[Na+].[F:5][C:6]1[CH:7]=[C:8]([CH:11]=[CH:12][C:13]=1[CH2:14]Br)[C:9]#[N:10]. The catalyst is CN(C=O)C. The yield is 0.860.